Dataset: Catalyst prediction with 721,799 reactions and 888 catalyst types from USPTO. Task: Predict which catalyst facilitates the given reaction. (1) Reactant: C(N1CC[N:11]([CH2:14][C:15]2([C:22]3[CH:27]=[CH:26][CH:25]=[CH:24][CH:23]=3)[CH2:20][CH2:19][N:18]([CH3:21])[CH2:17][CH2:16]2)CC1)C1C=CC=CC=1. Product: [CH3:21][N:18]1[CH2:19][CH2:20][C:15]([C:22]2[CH:27]=[CH:26][CH:25]=[CH:24][CH:23]=2)([C:14]#[N:11])[CH2:16][CH2:17]1. The catalyst class is: 5. (2) Reactant: [CH2:1]([N:8]([CH3:44])[C:9]([C:11]1[CH:12]=[C:13]([N:17]2[C:22]3[N:23]=[CH:24][C:25]([F:27])=[CH:26][C:21]=3[C:20](=[O:28])[N:19]([C@@H:29]3[CH2:34][CH2:33][C@H:32]([NH:35]C(=O)OC(C)(C)C)[CH2:31][CH2:30]3)[C:18]2=[O:43])[CH:14]=[CH:15][CH:16]=1)=[O:10])[C:2]1[CH:7]=[CH:6][CH:5]=[CH:4][CH:3]=1.[ClH:45]. Product: [ClH:45].[NH2:35][C@@H:32]1[CH2:31][CH2:30][C@H:29]([N:19]2[C:20](=[O:28])[C:21]3[CH:26]=[C:25]([F:27])[CH:24]=[N:23][C:22]=3[N:17]([C:13]3[CH:12]=[C:11]([CH:16]=[CH:15][CH:14]=3)[C:9]([N:8]([CH2:1][C:2]3[CH:3]=[CH:4][CH:5]=[CH:6][CH:7]=3)[CH3:44])=[O:10])[C:18]2=[O:43])[CH2:34][CH2:33]1. The catalyst class is: 12. (3) Reactant: C[N:2](C)[CH:3]=[C:4]([C:7]1[O:8][C:9]([CH2:12][CH3:13])=[CH:10][N:11]=1)[C:5]#[N:6].[NH2:15]N.O. Product: [CH2:12]([C:9]1[O:8][C:7]([C:4]2[CH:3]=[N:2][NH:6][C:5]=2[NH2:15])=[N:11][CH:10]=1)[CH3:13]. The catalyst class is: 8. (4) Reactant: [OH:1][C:2]1[CH:11]=[C:10]2[C:5]([C:6]([O:12][C:13]3[CH:14]=[C:15]4[C:19](=[CH:20][CH:21]=3)[NH:18][C:17]([CH3:22])=[CH:16]4)=[N:7][CH:8]=[N:9]2)=[CH:4][C:3]=1[O:23][CH3:24].C(=O)([O-])[O-].[K+].[K+].C1(C)C=CC(S([CH2:40][C@@H:41]2[NH:45][C:44](=[O:46])[CH2:43][CH2:42]2)(=O)=O)=CC=1.CCOCC. Product: [CH3:24][O:23][C:3]1[CH:4]=[C:5]2[C:10](=[CH:11][C:2]=1[O:1][CH2:40][C@@H:41]1[NH:45][C:44](=[O:46])[CH2:43][CH2:42]1)[N:9]=[CH:8][N:7]=[C:6]2[O:12][C:13]1[CH:14]=[C:15]2[C:19](=[CH:20][CH:21]=1)[NH:18][C:17]([CH3:22])=[CH:16]2. The catalyst class is: 3. (5) Reactant: [O:1]1[CH2:6][CH:5]=[C:4]([C:7]2[C:8]3[N:9]([N:14]=[C:15]([NH2:17])[N:16]=3)[CH:10]=[C:11]([CH3:13])[CH:12]=2)[CH2:3][CH2:2]1.[CH3:18][C:19]1[N:24]=[CH:23][N:22]=[C:21]([N:25]2[CH2:30][CH2:29][C:28](=O)[CH2:27][CH2:26]2)[CH:20]=1.C(Cl)Cl. Product: [O:1]1[CH2:2][CH:3]=[C:4]([C:7]2[C:8]3[N:9]([N:14]=[C:15]([NH:17][CH:28]4[CH2:29][CH2:30][N:25]([C:21]5[CH:20]=[C:19]([CH3:18])[N:24]=[CH:23][N:22]=5)[CH2:26][CH2:27]4)[N:16]=3)[CH:10]=[C:11]([CH3:13])[CH:12]=2)[CH2:5][CH2:6]1. The catalyst class is: 61. (6) Reactant: [Cl:1][C:2]1[CH:10]=[C:9]2[C:5]([CH:6]=[C:7]([C:14](OCC)=O)[N:8]2[CH2:11][C:12]#[N:13])=[CH:4][C:3]=1[CH3:19].[H-].[Al+3].[Li+].[H-].[H-].[H-].C(C(C(C([O-])=O)O)O)([O-])=O.[Na+].[K+].C(OCC)(=O)C. Product: [Cl:1][C:2]1[C:3]([CH3:19])=[CH:4][C:5]2[CH:6]=[C:7]3[CH2:14][NH:13][CH2:12][CH2:11][N:8]3[C:9]=2[CH:10]=1. The catalyst class is: 28. (7) Reactant: [C:1]([O:4][CH2:5][C:6]1[CH:11]=[C:10]([O:12][CH2:13][CH2:14][C:15]2([CH2:21][CH2:22][N:23]3[CH2:28][CH2:27][CH:26]([NH:29][C:30]4[CH:35]=[CH:34][C:33]([CH3:36])=[CH:32][CH:31]=4)[CH2:25][CH2:24]3)[CH2:20][CH2:19][CH2:18][CH2:17][CH2:16]2)[CH:9]=[C:8]([CH2:37][O:38][C:39](=[O:41])[CH3:40])[CH:7]=1)(=[O:3])[CH3:2].C(N(CC)CC)C.[O:49]1[CH:53]=[CH:52][CH:51]=[C:50]1[C:54](Cl)=[O:55]. Product: [C:39]([O:38][CH2:37][C:8]1[CH:9]=[C:10]([CH:11]=[C:6]([CH2:5][O:4][C:1](=[O:3])[CH3:2])[CH:7]=1)[O:12][CH2:13][CH2:14][C:15]1([CH2:21][CH2:22][N:23]2[CH2:28][CH2:27][CH:26]([N:29]([C:30]3[CH:31]=[CH:32][C:33]([CH3:36])=[CH:34][CH:35]=3)[C:54]([C:50]3[O:49][CH:53]=[CH:52][CH:51]=3)=[O:55])[CH2:25][CH2:24]2)[CH2:16][CH2:17][CH2:18][CH2:19][CH2:20]1)(=[O:41])[CH3:40]. The catalyst class is: 4. (8) Reactant: [F:1][C:2]1[CH:26]=[CH:25][C:5]([C:6]([N:8]([C:17]2[CH:22]=[CH:21][C:20]([O:23]C)=[CH:19][CH:18]=2)[C:9]2[CH:14]=[CH:13][C:12]([O:15]C)=[CH:11][CH:10]=2)=[O:7])=[C:4]([C:27]([F:30])([F:29])[F:28])[CH:3]=1.B(Br)(Br)Br.O.CCOC(C)=O. Product: [F:1][C:2]1[CH:26]=[CH:25][C:5]([C:6]([N:8]([C:17]2[CH:22]=[CH:21][C:20]([OH:23])=[CH:19][CH:18]=2)[C:9]2[CH:14]=[CH:13][C:12]([OH:15])=[CH:11][CH:10]=2)=[O:7])=[C:4]([C:27]([F:28])([F:29])[F:30])[CH:3]=1. The catalyst class is: 2. (9) Reactant: [Li]CCCC.[C:6](#[N:8])[CH3:7].CO[C:11](=[O:21])[C:12]1[CH:17]=[CH:16][C:15]([CH3:18])=[N:14][C:13]=1[O:19][CH3:20]. Product: [CH3:20][O:19][C:13]1[C:12]([C:11](=[O:21])[CH2:7][C:6]#[N:8])=[CH:17][CH:16]=[C:15]([CH3:18])[N:14]=1. The catalyst class is: 1. (10) Reactant: [Br:1]N1C(=O)CCC1=O.[CH3:9][NH:10][C:11]1[CH:16]=[CH:15][C:14]([C:17]([F:23])([F:22])[C:18]([F:21])([F:20])[F:19])=[CH:13][N:12]=1.S([O-])([O-])(=O)=S.[Na+].[Na+].C(=O)(O)[O-].[Na+]. Product: [Br:1][C:16]1[C:11]([NH:10][CH3:9])=[N:12][CH:13]=[C:14]([C:17]([F:23])([F:22])[C:18]([F:19])([F:20])[F:21])[CH:15]=1. The catalyst class is: 10.